Dataset: Experimentally validated miRNA-target interactions with 360,000+ pairs, plus equal number of negative samples. Task: Binary Classification. Given a miRNA mature sequence and a target amino acid sequence, predict their likelihood of interaction. The protein sequence of the target gene is MAAQSSLYNDDRNLLRIREKERRNQEAHQEKEAFPEKIPLFGEPYKTAKGDELSSRIQNMLGNYEEVKEFLSTKSHTHRLDASENRLGKPKYPLIPDKGSSIPSSSFHTSVHHQSIHTPASGPLSVGNISHNPKMAQPRTEPMPSLHAKSCGPPDSQHLTQDRLGQEGFGSSHHKKGDRRADGDHCASVTDSAPERELSPLISLPSPVPPLSPIHSNQQTLPRTQGSSKVHGSSNNSKGYCPAKSPKDLAVKVHDKETPQDSLVAPAQPPSQTFPPPSLPSKSVAMQQKPTAYVRPMDGQ.... Result: 1 (interaction). The miRNA is hsa-miR-519d-3p with sequence CAAAGUGCCUCCCUUUAGAGUG.